Dataset: Catalyst prediction with 721,799 reactions and 888 catalyst types from USPTO. Task: Predict which catalyst facilitates the given reaction. (1) Reactant: [CH3:1][C:2]1([CH3:14])[C:6]([CH3:8])([CH3:7])[O:5][B:4]([C:9]2[CH:10]=[N:11][NH:12][CH:13]=2)[O:3]1.[C:15]([O:19][C:20]([N:22]1[CH2:26][CH2:25][C@@H:24](OS(C)(=O)=O)[CH2:23]1)=[O:21])([CH3:18])([CH3:17])[CH3:16]. Product: [C:15]([O:19][C:20]([N:22]1[CH2:26][CH2:25][C@H:24]([N:12]2[CH:13]=[C:9]([B:4]3[O:5][C:6]([CH3:7])([CH3:8])[C:2]([CH3:14])([CH3:1])[O:3]3)[CH:10]=[N:11]2)[CH2:23]1)=[O:21])([CH3:18])([CH3:16])[CH3:17]. The catalyst class is: 3. (2) Reactant: [NH2:1][C:2]1[CH:3]=[C:4]2[C:8](=[CH:9][CH:10]=1)[N:7]([CH2:11][C:12]1[CH:17]=[CH:16][CH:15]=[CH:14][CH:13]=1)[NH:6][C:5]2=[O:18].[Cl:19][C:20]1[C:21]([CH3:30])=[C:22]([S:26](Cl)(=[O:28])=[O:27])[CH:23]=[CH:24][CH:25]=1. Product: [CH2:11]([N:7]1[C:8]2[C:4](=[CH:3][C:2]([NH:1][S:26]([C:22]3[CH:23]=[CH:24][CH:25]=[C:20]([Cl:19])[C:21]=3[CH3:30])(=[O:27])=[O:28])=[CH:10][CH:9]=2)[C:5](=[O:18])[NH:6]1)[C:12]1[CH:17]=[CH:16][CH:15]=[CH:14][CH:13]=1. The catalyst class is: 17. (3) The catalyst class is: 20. Product: [CH2:13]([O:12][C:10]([NH:9][C@@H:4]([CH2:5][CH:6]([F:7])[F:8])[C:3]([OH:20])=[O:2])=[O:11])[C:14]1[CH:15]=[CH:16][CH:17]=[CH:18][CH:19]=1. Reactant: C[O:2][C:3](=[O:20])[C@@H:4]([NH:9][C:10]([O:12][CH2:13][C:14]1[CH:19]=[CH:18][CH:17]=[CH:16][CH:15]=1)=[O:11])[CH2:5][CH:6]([F:8])[F:7].[Li+].[OH-]. (4) Reactant: [C:1]([C:4]1[CH:9]=[CH:8][C:7]([CH2:10][C:11]([OH:13])=[O:12])=[C:6]([NH:14][C:15]([O:17][CH2:18][CH:19]=[CH2:20])=[O:16])[CH:5]=1)(=[O:3])[CH3:2].C(N(CC)CC)C.[N+:28]([C:31]1[CH:38]=[CH:37][C:34]([CH2:35]Br)=[CH:33][CH:32]=1)([O-:30])=[O:29].O. Product: [C:1]([C:4]1[CH:9]=[CH:8][C:7]([CH2:10][C:11]([O:13][CH2:35][C:34]2[CH:37]=[CH:38][C:31]([N+:28]([O-:30])=[O:29])=[CH:32][CH:33]=2)=[O:12])=[C:6]([NH:14][C:15]([O:17][CH2:18][CH:19]=[CH2:20])=[O:16])[CH:5]=1)(=[O:3])[CH3:2]. The catalyst class is: 163. (5) Reactant: [Cl:1][C:2]1[CH:11]=[CH:10][C:9]([OH:12])=[CH:8][C:3]=1[C:4](OC)=[O:5].[NH3:13]. Product: [Cl:1][C:2]1[CH:11]=[CH:10][C:9]([OH:12])=[CH:8][C:3]=1[C:4]([NH2:13])=[O:5]. The catalyst class is: 5. (6) Reactant: [CH:1]12[CH2:7][CH:4]([NH:5][CH2:6]1)[CH2:3][N:2]2[C:8]1[N:13]2[CH:14]=[CH:15][N:16]=[C:12]2[CH:11]=[C:10]([C:17]2[CH:22]=[CH:21][N:20]=[C:19]([NH:23][CH:24]([C:26]3[CH:31]=[CH:30][CH:29]=[CH:28][CH:27]=3)[CH3:25])[CH:18]=2)[N:9]=1.[C:32](=O)([O-])[O-].[K+].[K+].[O:38]([CH2:45][CH2:46]CBr)[C:39]1[CH:44]=[CH:43][CH:42]=[CH:41][CH:40]=1. The catalyst class is: 291. Product: [O:38]([CH:45]([CH3:46])[CH2:32][N:5]1[CH2:6][C@@H:1]2[CH2:7][C@H:4]1[CH2:3][N:2]2[C:8]1[N:13]2[CH:14]=[CH:15][N:16]=[C:12]2[CH:11]=[C:10]([C:17]2[CH:22]=[CH:21][N:20]=[C:19]([NH:23][C@H:24]([C:26]3[CH:27]=[CH:28][CH:29]=[CH:30][CH:31]=3)[CH3:25])[CH:18]=2)[N:9]=1)[C:39]1[CH:40]=[CH:41][CH:42]=[CH:43][CH:44]=1. (7) Reactant: [CH3:1][O:2][C:3]([C:5]1[C:10]2[S:11][C:12]([C:14]3[CH:19]=[CH:18][C:17]([O:20]C)=[CH:16][C:15]=3[CH3:22])=[CH:13][C:9]=2[CH:8]=[CH:7][CH:6]=1)=[O:4]. Product: [CH3:1][O:2][C:3]([C:5]1[C:10]2[S:11][C:12]([C:14]3[CH:19]=[CH:18][C:17]([OH:20])=[CH:16][C:15]=3[CH3:22])=[CH:13][C:9]=2[CH:8]=[CH:7][CH:6]=1)=[O:4]. The catalyst class is: 5.